The task is: Predict which catalyst facilitates the given reaction.. This data is from Catalyst prediction with 721,799 reactions and 888 catalyst types from USPTO. (1) Reactant: ClC(OCC)=O.[C:7]([O:11][C:12]([NH:14][C@H:15]1[CH2:20][O:19][C@H:18]([C:21]([OH:23])=O)[CH2:17][CH2:16]1)=[O:13])([CH3:10])([CH3:9])[CH3:8].C(N(C(C)C)CC)(C)C.[N+:33](=[CH2:35])=[N-:34].Cl. Product: [C:7]([O:11][C:12](=[O:13])[NH:14][C@@H:15]1[CH2:16][CH2:17][C@@H:18]([C:21](=[O:23])[CH:35]=[N+:33]=[N-:34])[O:19][CH2:20]1)([CH3:8])([CH3:9])[CH3:10]. The catalyst class is: 54. (2) Reactant: [CH3:1][C:2]1[CH:7]=[C:6]([C:8]2[CH:9]=[C:10]([N+:23]([O-])=O)[C:11]([O:14][CH2:15][C:16]([O:18][C:19]([CH3:22])([CH3:21])[CH3:20])=[O:17])=[N:12][CH:13]=2)[CH:5]=[CH:4][N:3]=1. Product: [NH2:23][C:10]1[C:11]([O:14][CH2:15][C:16]([O:18][C:19]([CH3:22])([CH3:21])[CH3:20])=[O:17])=[N:12][CH:13]=[C:8]([C:6]2[CH:5]=[CH:4][N:3]=[C:2]([CH3:1])[CH:7]=2)[CH:9]=1. The catalyst class is: 45. (3) Reactant: [F:1][C:2]1[CH:3]=[N:4][C:5]([O:17][C:18]2[CH:23]=[CH:22][CH:21]=[C:20]([S:24][CH3:25])[CH:19]=2)=[C:6]([CH:16]=1)[C:7]([NH:9][CH:10]1[CH2:15][CH2:14][NH:13][CH2:12][CH2:11]1)=[O:8].ON1C2C=CC=CC=2N=N1.[CH3:36][N:37]1[CH2:42]C[O:40][CH2:39][CH2:38]1.CN(C)CC(O)=O.Cl.CN(C)CCCN=C=NCC. Product: [NH3:4].[CH3:36][N:37]([CH3:42])[CH2:38][C:39]([N:13]1[CH2:12][CH2:11][CH:10]([NH:9][C:7](=[O:8])[C:6]2[CH:16]=[C:2]([F:1])[CH:3]=[N:4][C:5]=2[O:17][C:18]2[CH:23]=[CH:22][CH:21]=[C:20]([S:24][CH3:25])[CH:19]=2)[CH2:15][CH2:14]1)=[O:40]. The catalyst class is: 4. (4) Reactant: [CH2:1]([N:3]([CH2:36][CH3:37])[CH2:4][CH2:5][CH2:6][NH:7][C:8]1[N:9]=[C:10]([C:27]2[CH:28]=[C:29]([CH:33]=[CH:34][CH:35]=2)[C:30]([OH:32])=O)[C:11]2[CH:17]=[CH:16][C:15](=[O:18])[N:14]([C:19]3[C:24]([F:25])=[CH:23][CH:22]=[CH:21][C:20]=3[F:26])[C:12]=2[N:13]=1)[CH3:2].CN(C(ON1N=NC2C=CC=CC1=2)=[N+](C)C)C.F[P-](F)(F)(F)(F)F.C(N(CC)CC)C.[C:69]([NH2:73])([CH3:72])([CH3:71])[CH3:70]. Product: [CH2:1]([N:3]([CH2:36][CH3:37])[CH2:4][CH2:5][CH2:6][NH:7][C:8]1[N:9]=[C:10]([C:27]2[CH:28]=[C:29]([CH:33]=[CH:34][CH:35]=2)[C:30]([NH:73][C:69]([CH3:72])([CH3:71])[CH3:70])=[O:32])[C:11]2[CH:17]=[CH:16][C:15](=[O:18])[N:14]([C:19]3[C:24]([F:25])=[CH:23][CH:22]=[CH:21][C:20]=3[F:26])[C:12]=2[N:13]=1)[CH3:2]. The catalyst class is: 3. (5) Reactant: [C:1]([C:5]1[N:10]=[C:9]([C:11](=[O:13])[CH3:12])[CH:8]=[CH:7][CH:6]=1)([CH3:4])([CH3:3])[CH3:2].[CH3:14][Mg+].[Br-]. Product: [C:1]([C:5]1[N:10]=[C:9]([C:11]([OH:13])([CH3:14])[CH3:12])[CH:8]=[CH:7][CH:6]=1)([CH3:4])([CH3:2])[CH3:3]. The catalyst class is: 1. (6) Reactant: [P:1]([O:8][CH2:9][CH3:10])([O:5][CH2:6][CH3:7])[O:2]CC.ClC[C:13]1[CH:14]=[CH:15][C:16]2[S:21][C:20]3[N:22]=[CH:23][CH:24]=[N:25][C:19]=3[NH:18][C:17]=2[CH:26]=1.C(OCC)C. Product: [N:25]1[C:19]2[NH:18][C:17]3[CH:26]=[C:13]([P:1](=[O:2])([O:5][CH2:6][CH3:7])[O:8][CH2:9][CH3:10])[CH:14]=[CH:15][C:16]=3[S:21][C:20]=2[N:22]=[CH:23][CH:24]=1. The catalyst class is: 81. (7) Reactant: C(O[C:6](=O)[N:7]([CH2:9][CH2:10][CH2:11][NH:12][C:13]1[CH:22]=[CH:21][C:20]2[C:15](=[CH:16][CH:17]=[C:18]([CH3:37])[C:19]=2[NH:23][C:24](=[O:36])[CH2:25][C:26]23[CH2:35][CH:30]4[CH2:31][CH:32]([CH2:34][CH:28]([CH2:29]4)[CH2:27]2)[CH2:33]3)[N:14]=1)C)(C)(C)C.Cl. Product: [C:26]12([CH2:25][C:24]([NH:23][C:19]3[C:18]([CH3:37])=[CH:17][CH:16]=[C:15]4[C:20]=3[CH:21]=[CH:22][C:13]([NH:12][CH2:11][CH2:10][CH2:9][NH:7][CH3:6])=[N:14]4)=[O:36])[CH2:35][CH:30]3[CH2:29][CH:28]([CH2:34][CH:32]([CH2:31]3)[CH2:33]1)[CH2:27]2. The catalyst class is: 138. (8) Reactant: [Br:1][C:2]1[CH:3]=[C:4]([C:8]2[C:9]([C:17]3[CH:22]=[CH:21][CH:20]=[CH:19][CH:18]=3)=[C:10]([C:13]([O:15]C)=[O:14])[NH:11][CH:12]=2)[CH:5]=[CH:6][CH:7]=1.[OH-].[Na+]. Product: [Br:1][C:2]1[CH:3]=[C:4]([C:8]2[C:9]([C:17]3[CH:22]=[CH:21][CH:20]=[CH:19][CH:18]=3)=[C:10]([C:13]([OH:15])=[O:14])[NH:11][CH:12]=2)[CH:5]=[CH:6][CH:7]=1. The catalyst class is: 92. (9) Product: [Cl:1][C:2]1[CH:3]=[CH:4][C:5]([S:8]([N:11]2[CH:16]([C:17]3[CH:18]=[CH:19][CH:20]=[CH:21][CH:22]=3)[CH2:15][CH2:14][CH2:13][CH:12]2[CH:23]=[O:24])(=[O:9])=[O:10])=[CH:6][CH:7]=1. The catalyst class is: 34. Reactant: [Cl:1][C:2]1[CH:7]=[CH:6][C:5]([S:8]([N:11]2[CH:16]([C:17]3[CH:22]=[CH:21][CH:20]=[CH:19][CH:18]=3)[CH2:15][CH2:14][CH2:13][CH:12]2[CH2:23][OH:24])(=[O:10])=[O:9])=[CH:4][CH:3]=1.CC(OI1(OC(C)=O)(OC(C)=O)OC(=O)C2C=CC=CC1=2)=O.C(=O)(O)[O-].[Na+]. (10) Reactant: [N+:1]([C:4]1[C:5]([N:10]2[CH2:15][CH2:14][CH:13]([C:16]([OH:18])=[O:17])[CH2:12][CH2:11]2)=[N:6][CH:7]=[CH:8][CH:9]=1)([O-])=O.[Sn](Cl)Cl. Product: [NH2:1][C:4]1[C:5]([N:10]2[CH2:15][CH2:14][CH:13]([C:16]([OH:18])=[O:17])[CH2:12][CH2:11]2)=[N:6][CH:7]=[CH:8][CH:9]=1. The catalyst class is: 13.